Dataset: Forward reaction prediction with 1.9M reactions from USPTO patents (1976-2016). Task: Predict the product of the given reaction. (1) Given the reactants [Cl:1][C:2]1[CH:3]=[N:4][C:5]2[N:6]([N:8]=[C:9]([C:11]([N:13]3[CH2:18][CH2:17][C:16]4[CH:19]=[CH:20][NH:21][C:15]=4[CH:14]3[CH3:22])=[O:12])[CH:10]=2)[CH:7]=1.[C:23](O)(=[O:25])[CH3:24], predict the reaction product. The product is: [Cl:1][C:2]1[CH:3]=[N:4][C:5]2[N:6]([N:8]=[C:9]([C:11]([N:13]3[CH2:18][CH2:17][C:16]4[CH:19]=[CH:20][N:21]([C:23](=[O:25])[CH3:24])[C:15]=4[CH:14]3[CH3:22])=[O:12])[CH:10]=2)[CH:7]=1. (2) The product is: [F:40][C:37]1[CH:36]=[CH:35][C:34]([C:33]([NH:32][CH:29]2[CH2:30][CH2:31][N:26]([C:24](=[O:25])[C@@H:23]([NH:22][C:14](=[O:15])[C@@H:13]([CH2:12][N:9]([CH:10]=[O:11])[OH:8])[CH2:17][CH2:18][CH2:19][CH3:20])[C:42]([CH3:45])([CH3:44])[CH3:43])[CH2:27][CH2:28]2)=[O:41])=[CH:39][CH:38]=1. Given the reactants C([O:8][N:9]([CH2:12][C@@H:13]([CH2:17][CH2:18][CH2:19][CH3:20])[C:14](O)=[O:15])[CH:10]=[O:11])C1C=CC=CC=1.Cl.[NH2:22][C@@H:23]([C:42]([CH3:45])([CH3:44])[CH3:43])[C:24]([N:26]1[CH2:31][CH2:30][CH:29]([NH:32][C:33](=[O:41])[C:34]2[CH:39]=[CH:38][C:37]([F:40])=[CH:36][CH:35]=2)[CH2:28][CH2:27]1)=[O:25], predict the reaction product. (3) The product is: [Cl:12][C:13]1[N:14]=[CH:15][C:16]([NH:19][C:20]2[O:21][C@:22]3([CH2:30][N:31]=2)[CH:27]2[CH2:28][CH2:29][N+:24]([O-:6])([CH2:25][CH2:26]2)[CH2:23]3)=[N:17][CH:18]=1. Given the reactants ClC1C=C(C=CC=1)C(OO)=[O:6].[Cl:12][C:13]1[N:14]=[CH:15][C:16]([NH:19][C:20]2[O:21][C@:22]3([CH2:30][N:31]=2)[CH:27]2[CH2:28][CH2:29][N:24]([CH2:25][CH2:26]2)[CH2:23]3)=[N:17][CH:18]=1, predict the reaction product. (4) Given the reactants [CH3:1][S:2][C:3]1[NH:4][C:5]2[C:10](=[O:11])[N:9]([CH2:12][C:13]3[C:22]4[C:17](=[CH:18][CH:19]=[CH:20][CH:21]=4)[CH:16]=[CH:15][CH:14]=3)[N:8]=[CH:7][C:6]=2[N:23]=1.C(=O)([O-])[O-].[K+].[K+].Br[CH2:31][C:32]#[C:33][CH3:34], predict the reaction product. The product is: [CH2:31]([N:4]1[C:5]2[C:10](=[O:11])[N:9]([CH2:12][C:13]3[C:22]4[C:17](=[CH:18][CH:19]=[CH:20][CH:21]=4)[CH:16]=[CH:15][CH:14]=3)[N:8]=[CH:7][C:6]=2[N:23]=[C:3]1[S:2][CH3:1])[C:32]#[C:33][CH3:34]. (5) Given the reactants [O:1]=[S:2]1(=[O:15])[CH:6]([CH2:7][CH2:8][CH3:9])[C:5]2[C:10]([Cl:14])=[CH:11][CH:12]=[CH:13][C:4]=2[NH:3]1.[N+:16]([O-])([O-:18])=[O:17].[NH4+].FC(F)(F)C(OC(=O)C(F)(F)F)=O, predict the reaction product. The product is: [O:15]=[S:2]1(=[O:1])[CH:6]([CH2:7][CH2:8][CH3:9])[C:5]2[C:10]([Cl:14])=[CH:11][CH:12]=[C:13]([N+:16]([O-:18])=[O:17])[C:4]=2[NH:3]1. (6) Given the reactants Br[CH2:2][CH2:3][CH2:4][CH2:5][C:6]([NH:8][C:9]1[CH:14]=[CH:13][CH:12]=[CH:11][C:10]=1[CH2:15][CH2:16][OH:17])=[O:7].CC(C)([O-])C.[K+], predict the reaction product. The product is: [OH:17][CH2:16][CH2:15][C:10]1[CH:11]=[CH:12][CH:13]=[CH:14][C:9]=1[N:8]1[CH2:2][CH2:3][CH2:4][CH2:5][C:6]1=[O:7]. (7) Given the reactants Cl[CH2:2][C:3]1[CH:10]=[CH:9][C:6]([CH2:7][OH:8])=[CH:5][CH:4]=1.[OH:11][C:12]1[CH:17]=[CH:16][CH:15]=[CH:14][N:13]=1.C(=O)([O-])[O-].[K+].[K+], predict the reaction product. The product is: [OH:8][CH2:7][C:6]1[CH:9]=[CH:10][C:3]([CH2:2][N:13]2[CH:14]=[CH:15][CH:16]=[CH:17][C:12]2=[O:11])=[CH:4][CH:5]=1.